This data is from Forward reaction prediction with 1.9M reactions from USPTO patents (1976-2016). The task is: Predict the product of the given reaction. (1) Given the reactants [CH:1]1([O:7][CH:8]([C:12]2[CH:17]=[CH:16][C:15]([Cl:18])=[C:14]([Cl:19])[CH:13]=2)[C:9]([NH2:11])=[O:10])[CH2:6][CH2:5][CH2:4][CH2:3][CH2:2]1.[CH3:20][N:21]=[C:22]=[O:23], predict the reaction product. The product is: [CH:1]1([O:7][CH:8]([C:12]2[CH:17]=[CH:16][C:15]([Cl:18])=[C:14]([Cl:19])[CH:13]=2)[C:9]([NH:11][C:22]([NH:21][CH3:20])=[O:23])=[O:10])[CH2:6][CH2:5][CH2:4][CH2:3][CH2:2]1. (2) Given the reactants [NH2:1][C:2]1[N:7]=[CH:6][C:5]([NH:8][C:9](=[O:25])[C:10]2[C:15]([F:16])=[CH:14][CH:13]=[C:12]([NH:17][S:18]([CH2:21][CH2:22][CH3:23])(=[O:20])=[O:19])[C:11]=2[F:24])=[CH:4][C:3]=1Br.[CH3:27][N:28]1[CH:32]=[C:31](B2OC(C)(C)C(C)(C)O2)[CH:30]=[N:29]1, predict the reaction product. The product is: [NH2:1][C:2]1[N:7]=[CH:6][C:5]([NH:8][C:9](=[O:25])[C:10]2[C:15]([F:16])=[CH:14][CH:13]=[C:12]([NH:17][S:18]([CH2:21][CH2:22][CH3:23])(=[O:20])=[O:19])[C:11]=2[F:24])=[CH:4][C:3]=1[C:31]1[CH:30]=[N:29][N:28]([CH3:27])[CH:32]=1.